Dataset: Forward reaction prediction with 1.9M reactions from USPTO patents (1976-2016). Task: Predict the product of the given reaction. (1) Given the reactants [Cl:1][C:2]1[CH:7]=[CH:6][C:5]([OH:8])=[C:4]([O:9][C:10]2[CH:15]=[CH:14][CH:13]=[C:12]([F:16])[CH:11]=2)[CH:3]=1.[CH3:17][O:18][C:19](=[O:39])[CH2:20][CH2:21][C:22]1[CH:27]=[CH:26][C:25]([O:28][CH2:29][CH2:30][CH:31](OS(C)(=O)=O)[CH3:32])=[CH:24][C:23]=1[CH3:38], predict the reaction product. The product is: [CH3:17][O:18][C:19](=[O:39])[CH2:20][CH2:21][C:22]1[CH:27]=[CH:26][C:25]([O:28][CH2:29][CH2:30][C@@H:31]([O:8][C:5]2[CH:6]=[CH:7][C:2]([Cl:1])=[CH:3][C:4]=2[O:9][C:10]2[CH:15]=[CH:14][CH:13]=[C:12]([F:16])[CH:11]=2)[CH3:32])=[CH:24][C:23]=1[CH3:38]. (2) The product is: [O:9]1[CH:10]=[CH:11][N:12]=[C:8]1[C:5]1[CH:6]=[CH:7][C:2]([N:13]2[CH2:18][CH2:17][CH2:16][CH:15]([OH:19])[CH2:14]2)=[CH:3][CH:4]=1. Given the reactants Br[C:2]1[CH:7]=[CH:6][C:5]([C:8]2[O:9][CH:10]=[CH:11][N:12]=2)=[CH:4][CH:3]=1.[NH:13]1[CH2:18][CH2:17][CH2:16][CH:15]([OH:19])[CH2:14]1, predict the reaction product. (3) Given the reactants [Br:1][C:2]1[CH:7]=[CH:6][C:5]([F:8])=[CH:4][C:3]=1[OH:9].[CH3:10][C@@H:11](O)[CH2:12][CH:13]=[CH2:14].C1C=CC(P(C2C=CC=CC=2)C2C=CC=CC=2)=CC=1.CC(OC(/N=N/C(OC(C)C)=O)=O)C, predict the reaction product. The product is: [Br:1][C:2]1[CH:7]=[CH:6][C:5]([F:8])=[CH:4][C:3]=1[O:9][C@H:13]([CH2:12][CH:11]=[CH2:10])[CH3:14]. (4) Given the reactants C(=O)([O-])[O-].[Cs+].[Cs+].C1(P(C2CCCCC2)C2C=CC=CC=2C2C(C(C)C)=CC(C(C)C)=CC=2C(C)C)CCCCC1.Br[C:42]1[C:50]2[O:49][C:48]([C:51]([O:53][CH2:54][CH3:55])=[O:52])=[CH:47][C:46]=2[CH:45]=[CH:44][CH:43]=1.[N:56]1([CH2:62][CH2:63][C:64]2[CH:65]=[C:66]3[C:70](=[CH:71][CH:72]=2)[N:69]([C:73](=[O:75])[CH3:74])[CH2:68][CH2:67]3)[CH2:61][CH2:60][NH:59][CH2:58][CH2:57]1, predict the reaction product. The product is: [C:73]([N:69]1[C:70]2[C:66](=[CH:65][C:64]([CH2:63][CH2:62][N:56]3[CH2:61][CH2:60][N:59]([C:42]4[C:50]5[O:49][C:48]([C:51]([O:53][CH2:54][CH3:55])=[O:52])=[CH:47][C:46]=5[CH:45]=[CH:44][CH:43]=4)[CH2:58][CH2:57]3)=[CH:72][CH:71]=2)[CH2:67][CH2:68]1)(=[O:75])[CH3:74]. (5) Given the reactants [CH2:1]([O:4][CH2:5][CH2:6][O:7][CH2:8][C:9]1[CH:14]=[CH:13][CH:12]=[CH:11][CH:10]=1)[CH:2]=C.[OH2:15], predict the reaction product. The product is: [CH2:8]([O:7][CH2:6][CH2:5][O:4][CH2:1][CH:2]=[O:15])[C:9]1[CH:14]=[CH:13][CH:12]=[CH:11][CH:10]=1. (6) Given the reactants [CH:1]1([N:5]2[CH2:11][CH2:10][C:9]3[CH:12]=[CH:13][C:14]([N:16]4[CH2:20][C@H:19]([CH2:21][OH:22])[O:18][C:17]4=[O:23])=[CH:15][C:8]=3[CH2:7][CH2:6]2)[CH2:4][CH2:3][CH2:2]1.C(N(CC)CC)C.[CH3:31][S:32](Cl)(=[O:34])=[O:33], predict the reaction product. The product is: [CH3:31][S:32]([O:22][CH2:21][C@@H:19]1[O:18][C:17](=[O:23])[N:16]([C:14]2[CH:13]=[CH:12][C:9]3[CH2:10][CH2:11][N:5]([CH:1]4[CH2:2][CH2:3][CH2:4]4)[CH2:6][CH2:7][C:8]=3[CH:15]=2)[CH2:20]1)(=[O:34])=[O:33].